Dataset: Forward reaction prediction with 1.9M reactions from USPTO patents (1976-2016). Task: Predict the product of the given reaction. Given the reactants [CH:1]1([C:4]2[C:12]3[C:7](=[CH:8][CH:9]=[CH:10][C:11]=3[N+:13]([O-])=O)[N:6]([CH2:16][C:17]3[N:18]=[C:19]([CH3:22])[O:20][CH:21]=3)[N:5]=2)[CH2:3][CH2:2]1.[Cl-].[NH4+], predict the reaction product. The product is: [CH:1]1([C:4]2[C:12]3[C:11]([NH2:13])=[CH:10][CH:9]=[CH:8][C:7]=3[N:6]([CH2:16][C:17]3[N:18]=[C:19]([CH3:22])[O:20][CH:21]=3)[N:5]=2)[CH2:2][CH2:3]1.